This data is from Reaction yield outcomes from USPTO patents with 853,638 reactions. The task is: Predict the reaction yield, written as a fraction of the theoretical maximum amount of product (1.0 means a 100% yield; for example, 0.34 means a 34% yield). (1) The reactants are [O:1]1[C:13]2[C:4](=[CH:5][C:6]3[S:10][C:9]([NH2:11])=[N:8][C:7]=3[CH:12]=2)[O:3][CH2:2]1.[C:14]1([CH3:23])[CH:19]=[CH:18][C:17]([C:20](Cl)=[O:21])=[CH:16][CH:15]=1.Br[CH:25]([CH2:30][CH3:31])[C:26]([O:28]C)=[O:27].COC1C=CC2N=C(N)SC=2C=1.ClC1C=C(C=CC=1)C(Cl)=O.BrCC(OCC)=O. No catalyst specified. The product is [CH3:23][C:14]1[CH:19]=[CH:18][C:17]([C:20]([N:11]=[C:9]2[N:8]([CH:25]([CH2:30][CH3:31])[C:26]([OH:28])=[O:27])[C:7]3[CH:12]=[C:13]4[O:1][CH2:2][O:3][C:4]4=[CH:5][C:6]=3[S:10]2)=[O:21])=[CH:16][CH:15]=1. The yield is 0.180. (2) The reactants are [NH2:1][C:2]1[CH:6]=[C:5]([C:7]([CH3:10])([CH3:9])[CH3:8])[S:4][C:3]=1[C:11]([O-:13])=O.C[Al](C)C.[CH3:18][NH2:19]. The catalyst is C(Cl)Cl. The product is [CH3:18][NH:19][C:11]([C:3]1[S:4][C:5]([C:7]([CH3:10])([CH3:9])[CH3:8])=[CH:6][C:2]=1[NH2:1])=[O:13]. The yield is 0.140.